Dataset: Forward reaction prediction with 1.9M reactions from USPTO patents (1976-2016). Task: Predict the product of the given reaction. The product is: [F:33][C:34]1[CH:39]=[C:38]([F:40])[C:37]([F:41])=[CH:36][C:35]=1[NH:42][C:43](=[O:71])[NH:44][C:45]1[CH:46]=[CH:47][C:48]([C:51]2[S:55][C:54]([CH:56]3[CH2:61][CH2:60][N:59]([CH:62]([CH3:70])[C:63]([OH:65])=[O:64])[CH2:58][CH2:57]3)=[N:53][CH:52]=2)=[CH:49][CH:50]=1. Given the reactants FC1C=CC=CC=1NC(=O)NC1C=CC(C2SC(C3CCC(CC(O)=O)CC3)=NC=2)=CC=1.[F:33][C:34]1[CH:39]=[C:38]([F:40])[C:37]([F:41])=[CH:36][C:35]=1[NH:42][C:43](=[O:71])[NH:44][C:45]1[CH:50]=[CH:49][C:48]([C:51]2[S:55][C:54]([CH:56]3[CH2:61][CH2:60][N:59]([CH:62]([CH3:70])[C:63]([O:65]C(C)(C)C)=[O:64])[CH2:58][CH2:57]3)=[N:53][CH:52]=2)=[CH:47][CH:46]=1.FC(F)(F)C(O)=O, predict the reaction product.